This data is from Peptide-MHC class I binding affinity with 185,985 pairs from IEDB/IMGT. The task is: Regression. Given a peptide amino acid sequence and an MHC pseudo amino acid sequence, predict their binding affinity value. This is MHC class I binding data. (1) The peptide sequence is YIALCKVTV. The MHC is HLA-A02:02 with pseudo-sequence HLA-A02:02. The binding affinity (normalized) is 0.769. (2) The peptide sequence is FNPQNGQFI. The MHC is H-2-Db with pseudo-sequence H-2-Db. The binding affinity (normalized) is 0.555. (3) The peptide sequence is KLQDLTLRC. The MHC is HLA-B18:01 with pseudo-sequence HLA-B18:01. The binding affinity (normalized) is 0.0847. (4) The peptide sequence is YLNKIQNSL. The MHC is HLA-A02:01 with pseudo-sequence HLA-A02:01. The binding affinity (normalized) is 0.834. (5) The peptide sequence is MTKWCAPFI. The MHC is HLA-A30:01 with pseudo-sequence HLA-A30:01. The binding affinity (normalized) is 1.00. (6) The peptide sequence is VYQRGTHPF. The MHC is HLA-B48:01 with pseudo-sequence HLA-B48:01. The binding affinity (normalized) is 0.0847. (7) The peptide sequence is QYIHSANV. The MHC is H-2-Kd with pseudo-sequence H-2-Kd. The binding affinity (normalized) is 0.338.